From a dataset of NCI-60 drug combinations with 297,098 pairs across 59 cell lines. Regression. Given two drug SMILES strings and cell line genomic features, predict the synergy score measuring deviation from expected non-interaction effect. (1) Drug 1: CS(=O)(=O)C1=CC(=C(C=C1)C(=O)NC2=CC(=C(C=C2)Cl)C3=CC=CC=N3)Cl. Drug 2: CS(=O)(=O)CCNCC1=CC=C(O1)C2=CC3=C(C=C2)N=CN=C3NC4=CC(=C(C=C4)OCC5=CC(=CC=C5)F)Cl. Cell line: U251. Synergy scores: CSS=12.8, Synergy_ZIP=-2.31, Synergy_Bliss=2.50, Synergy_Loewe=2.21, Synergy_HSA=2.48. (2) Drug 1: C1=NC2=C(N=C(N=C2N1C3C(C(C(O3)CO)O)O)F)N. Drug 2: CC1=C(C(=O)C2=C(C1=O)N3CC4C(C3(C2COC(=O)N)OC)N4)N. Cell line: SF-295. Synergy scores: CSS=31.1, Synergy_ZIP=0.953, Synergy_Bliss=0.761, Synergy_Loewe=-47.4, Synergy_HSA=-3.46. (3) Drug 1: CC12CCC(CC1=CCC3C2CCC4(C3CC=C4C5=CN=CC=C5)C)O. Drug 2: COC1=C(C=C2C(=C1)N=CN=C2NC3=CC(=C(C=C3)F)Cl)OCCCN4CCOCC4. Cell line: OVCAR3. Synergy scores: CSS=43.7, Synergy_ZIP=5.40, Synergy_Bliss=5.85, Synergy_Loewe=4.83, Synergy_HSA=8.81. (4) Drug 1: C1CCN(CC1)CCOC2=CC=C(C=C2)C(=O)C3=C(SC4=C3C=CC(=C4)O)C5=CC=C(C=C5)O. Drug 2: C1=CC(=C2C(=C1NCCNCCO)C(=O)C3=C(C=CC(=C3C2=O)O)O)NCCNCCO. Cell line: K-562. Synergy scores: CSS=58.6, Synergy_ZIP=11.5, Synergy_Bliss=14.2, Synergy_Loewe=-0.245, Synergy_HSA=12.4.